Dataset: Aqueous solubility values for 9,982 compounds from the AqSolDB database. Task: Regression/Classification. Given a drug SMILES string, predict its absorption, distribution, metabolism, or excretion properties. Task type varies by dataset: regression for continuous measurements (e.g., permeability, clearance, half-life) or binary classification for categorical outcomes (e.g., BBB penetration, CYP inhibition). For this dataset (solubility_aqsoldb), we predict Y. (1) The drug is CCc1nnc(NS(=O)(=O)c2ccc(N)cc2)s1. The Y is -3.12 log mol/L. (2) The molecule is O=C1CCC(C(=O)[O-])N1.[Ca+2]. The Y is 0.165 log mol/L. (3) The molecule is Nc1cccc([N+](=O)[O-])c1. The Y is -2.06 log mol/L. (4) The molecule is COCCCCC=O. The Y is 0.457 log mol/L. (5) The molecule is CCCCCCCCCCCC(CCC)(CCC)CCCCCCCC.CCCCCCCCCCCCCCCCCCCCCCC.CCc1ccc2cc3cc(CC)ccc3cc2c1. The Y is -6.36 log mol/L.